Dataset: Forward reaction prediction with 1.9M reactions from USPTO patents (1976-2016). Task: Predict the product of the given reaction. Given the reactants [Cl:1][C:2]1[CH:7]=[CH:6][C:5]([C:8]2[C:17]3[C:12](=[CH:13][CH:14]=[C:15]([C:18](O)=[O:19])[CH:16]=3)[CH:11]=[N:10][CH:9]=2)=[CH:4][CH:3]=1.F[B-](F)(F)F.N1(OC(N(C)C)=[N+](C)C)C2C=CC=CC=2N=N1.C(N(CC)C(C)C)(C)C.[C:52]([NH2:56])([CH3:55])([CH3:54])[CH3:53], predict the reaction product. The product is: [C:52]([NH:56][C:18]([C:15]1[CH:16]=[C:17]2[C:12](=[CH:13][CH:14]=1)[CH:11]=[N:10][CH:9]=[C:8]2[C:5]1[CH:6]=[CH:7][C:2]([Cl:1])=[CH:3][CH:4]=1)=[O:19])([CH3:55])([CH3:54])[CH3:53].